Dataset: Catalyst prediction with 721,799 reactions and 888 catalyst types from USPTO. Task: Predict which catalyst facilitates the given reaction. (1) Reactant: [Br:1][C:2]1(N)[CH:11]=[C:10]([C:12]([F:15])([F:14])[F:13])[C:9]2[C:4](=[CH:5][CH:6]=[C:7]([Cl:16])[CH:8]=2)[NH:3]1.[CH3:18][N:19](C=O)C. Product: [Br:1][C:2]1([C:18]#[N:19])[CH:11]=[C:10]([C:12]([F:15])([F:14])[F:13])[C:9]2[C:4](=[CH:5][CH:6]=[C:7]([Cl:16])[CH:8]=2)[NH:3]1. The catalyst class is: 380. (2) Reactant: C([O:4][C:5]1[CH:10]=[CH:9][C:8]([C:11](=[O:23])[NH:12][C:13]2[CH:18]=[C:17]([C:19]([F:22])([F:21])[F:20])[CH:16]=[CH:15][N:14]=2)=[CH:7][CH:6]=1)(=O)C.[OH-].[Na+].Cl. Product: [OH:4][C:5]1[CH:6]=[CH:7][C:8]([C:11]([NH:12][C:13]2[CH:18]=[C:17]([C:19]([F:22])([F:20])[F:21])[CH:16]=[CH:15][N:14]=2)=[O:23])=[CH:9][CH:10]=1. The catalyst class is: 20. (3) Reactant: [OH:1][C@@H:2]([CH3:7])[C:3]([O:5][CH3:6])=[O:4].N1C=CN=C1.[Si:13](Cl)([C:16]([CH3:19])([CH3:18])[CH3:17])([CH3:15])[CH3:14]. Product: [Si:13]([O:1][C@@H:2]([CH3:7])[C:3]([O:5][CH3:6])=[O:4])([C:16]([CH3:19])([CH3:18])[CH3:17])([CH3:15])[CH3:14]. The catalyst class is: 3. (4) Reactant: C1N=CN([C:6]([N:8]2C=N[CH:10]=[CH:9]2)=[S:7])C=1.[OH:13][C:14]1[CH:19]=[CH:18][CH:17]=[CH:16][C:15]=1CCN.C(N(CC)CC)C. Product: [OH:13][C:14]1[CH:19]=[CH:18][CH:17]=[CH:16][C:15]=1[CH2:10][CH2:9][N:8]=[C:6]=[S:7]. The catalyst class is: 9. (5) Reactant: [CH2:1]([S:3]([NH:6][C:7]1[CH:8]=[C:9]2[C:13](=[CH:14][CH:15]=1)[NH:12][CH:11]=[CH:10]2)(=[O:5])=[O:4])[CH3:2].[C:16]([OH:20])(=[O:19])[CH:17]=[CH2:18].C(OC(=O)C)(=O)C. Product: [CH2:1]([S:3]([NH:6][C:7]1[CH:8]=[C:9]2[C:13](=[CH:14][CH:15]=1)[NH:12][CH:11]=[C:10]2[CH2:18][CH2:17][C:16]([OH:20])=[O:19])(=[O:5])=[O:4])[CH3:2]. The catalyst class is: 15. (6) Reactant: Br.[CH:2]1([N:5]([C:13]2[N:18]3[N:19]=[CH:20][C:21]([CH:22]=[O:23])=[C:17]3[N:16]=[C:15](C3SC(CO)=CC=3)[CH:14]=2)C(=O)OC(C)(C)C)[CH2:4][CH2:3]1. Product: [CH:2]1([NH:5][C:13]2[N:18]3[N:19]=[CH:20][C:21]([CH:22]=[O:23])=[C:17]3[N:16]=[CH:15][CH:14]=2)[CH2:3][CH2:4]1. The catalyst class is: 4. (7) Reactant: [H-].[Na+].[CH:3]1([CH2:6][O:7][C:8]2[CH:13]=[CH:12][C:11]([S:14]([CH3:17])(=[O:16])=[O:15])=[CH:10][C:9]=2[C:18]2[CH:19]=[C:20]([CH3:25])[C:21](=[O:24])[NH:22][CH:23]=2)[CH2:5][CH2:4]1.CS(O[CH2:31][CH:32]1[CH2:35][O:34][CH2:33]1)(=O)=O. Product: [CH:3]1([CH2:6][O:7][C:8]2[CH:13]=[CH:12][C:11]([S:14]([CH3:17])(=[O:16])=[O:15])=[CH:10][C:9]=2[C:18]2[CH:19]=[C:20]([CH3:25])[C:21](=[O:24])[N:22]([CH2:31][CH:32]3[CH2:35][O:34][CH2:33]3)[CH:23]=2)[CH2:5][CH2:4]1. The catalyst class is: 3. (8) Reactant: [C:1](OCC)(=[O:23])/[CH:2]=[CH:3]/[CH:4]=[CH:5]/[CH2:6]/[CH:7]=[CH:8]\[CH2:9]/[CH:10]=[CH:11]\[CH2:12]/[CH:13]=[CH:14]\[CH2:15]/[CH:16]=[CH:17]\[CH2:18]/[CH:19]=[CH:20]\[CH2:21][CH3:22].[H-].[H-].[H-].[H-].[Li+].[Al+3].[NH4+].[Cl-]. Product: [CH2:1]([OH:23])/[CH:2]=[CH:3]/[CH:4]=[CH:5]/[CH2:6]/[CH:7]=[CH:8]\[CH2:9]/[CH:10]=[CH:11]\[CH2:12]/[CH:13]=[CH:14]\[CH2:15]/[CH:16]=[CH:17]\[CH2:18]/[CH:19]=[CH:20]\[CH2:21][CH3:22]. The catalyst class is: 1.